From a dataset of Full USPTO retrosynthesis dataset with 1.9M reactions from patents (1976-2016). Predict the reactants needed to synthesize the given product. (1) Given the product [NH2:9][CH2:8][C@H:7]1[CH2:6][CH2:5][N:4]([C:17]([O:19][C:20]([CH3:22])([CH3:21])[CH3:23])=[O:18])[CH2:3][C@@H:2]1[OH:1], predict the reactants needed to synthesize it. The reactants are: [OH:1][C@@H:2]1[C@@H:7]([CH2:8][NH:9]CC2C=CC=CC=2)[CH2:6][CH2:5][N:4]([C:17]([O:19][C:20]([CH3:23])([CH3:22])[CH3:21])=[O:18])[CH2:3]1.[H][H]. (2) Given the product [CH3:26][O:25][C:22]1[CH:23]=[C:24]2[C:19](=[CH:20][C:21]=1[O:27][CH3:28])[N:18]=[CH:17][CH:16]=[C:15]2[O:1][C:2]1[CH:7]=[C:6]([CH3:8])[C:5]([S:9][CH3:10])=[CH:4][C:3]=1[C:11](=[O:13])[CH3:12], predict the reactants needed to synthesize it. The reactants are: [OH:1][C:2]1[CH:7]=[C:6]([CH3:8])[C:5]([S:9][CH3:10])=[CH:4][C:3]=1[C:11](=[O:13])[CH3:12].Cl[C:15]1[C:24]2[C:19](=[CH:20][C:21]([O:27][CH3:28])=[C:22]([O:25][CH3:26])[CH:23]=2)[N:18]=[CH:17][CH:16]=1.O.